This data is from Peptide-MHC class I binding affinity with 185,985 pairs from IEDB/IMGT. The task is: Regression. Given a peptide amino acid sequence and an MHC pseudo amino acid sequence, predict their binding affinity value. This is MHC class I binding data. (1) The peptide sequence is IKWLWKANK. The MHC is HLA-B08:03 with pseudo-sequence HLA-B08:03. The binding affinity (normalized) is 0.0847. (2) The peptide sequence is FTWPWMKLF. The MHC is HLA-A26:02 with pseudo-sequence HLA-A26:02. The binding affinity (normalized) is 0.432. (3) The peptide sequence is FFASFYYIWK. The MHC is HLA-A03:01 with pseudo-sequence HLA-A03:01. The binding affinity (normalized) is 0.477. (4) The binding affinity (normalized) is 0.0847. The MHC is HLA-A24:03 with pseudo-sequence HLA-A24:03. The peptide sequence is GALSRRYPH.